This data is from Forward reaction prediction with 1.9M reactions from USPTO patents (1976-2016). The task is: Predict the product of the given reaction. (1) Given the reactants Br[C:2]1[C:7]([Cl:8])=[CH:6][C:5]([NH:9][C:10]2[N:14]=[C:13]([NH2:15])[NH:12][N:11]=2)=[CH:4][C:3]=1[Cl:16].CC1(C)C(C)(C)OB([C:25]2[CH:44]=[CH:43][C:28]([O:29][CH:30]3[CH2:35][CH2:34][N:33]([C:36]([O:38][C:39]([CH3:42])([CH3:41])[CH3:40])=[O:37])[CH2:32][CH2:31]3)=[CH:27][CH:26]=2)O1.O1CCOCC1.O.C(=O)([O-])[O-].[K+].[K+], predict the reaction product. The product is: [C:39]([O:38][C:36]([N:33]1[CH2:32][CH2:31][CH:30]([O:29][C:28]2[CH:43]=[CH:44][C:25]([C:2]3[C:7]([Cl:8])=[CH:6][C:5]([NH:9][C:10]4[N:14]=[C:13]([NH2:15])[NH:12][N:11]=4)=[CH:4][C:3]=3[Cl:16])=[CH:26][CH:27]=2)[CH2:35][CH2:34]1)=[O:37])([CH3:42])([CH3:40])[CH3:41]. (2) Given the reactants [Cl:1][C:2]1[C:7]([O:8][CH2:9][CH3:10])=[CH:6][C:5](/[CH:11]=[CH:12]/[C:13](O)=O)=[C:4]([N+:16]([O-:18])=[O:17])[CH:3]=1.S(Cl)(Cl)=O.[F:23][C:24]1[CH:38]=[CH:37][C:27]([CH2:28][N:29]2[CH2:35][CH:34]3[NH:36][CH:31]([CH2:32][CH2:33]3)[CH2:30]2)=[CH:26][CH:25]=1, predict the reaction product. The product is: [Cl:1][C:2]1[C:7]([O:8][CH2:9][CH3:10])=[CH:6][C:5]([CH2:11]/[CH:12]=[CH:13]/[N:36]2[CH:34]3[CH2:33][CH2:32][CH:31]2[CH2:30][N:29]([CH2:28][C:27]2[CH:37]=[CH:38][C:24]([F:23])=[CH:25][CH:26]=2)[CH2:35]3)=[C:4]([N+:16]([O-:18])=[O:17])[CH:3]=1. (3) Given the reactants [C:1](=[O:12])(OC(Cl)(Cl)Cl)OC(Cl)(Cl)Cl.[NH2:13][C:14]1[CH:34]=[CH:33][C:17]([C:18]([N:20]2[CH2:25][CH2:24][N:23]([C:26]([O:28][C:29]([CH3:32])([CH3:31])[CH3:30])=[O:27])[CH2:22][CH2:21]2)=[O:19])=[CH:16][C:15]=1[F:35].C(N(C(C)C)C(C)C)C.[NH2:45][CH2:46][C:47]1([C:50]#[N:51])[CH2:49][CH2:48]1, predict the reaction product. The product is: [C:46]([C:47]1([CH2:50][NH:51][C:1](=[O:12])[NH:13][C:14]2[CH:34]=[CH:33][C:17]([C:18]([N:20]3[CH2:25][CH2:24][N:23]([C:26]([O:28][C:29]([CH3:30])([CH3:31])[CH3:32])=[O:27])[CH2:22][CH2:21]3)=[O:19])=[CH:16][C:15]=2[F:35])[CH2:49][CH2:48]1)#[N:45]. (4) Given the reactants [Cl:1][C:2]1[CH:7]=[CH:6][CH:5]=[CH:4][C:3]=1[CH2:8][CH2:9][OH:10].CC(OI1(OC(C)=O)(OC(C)=O)OC(=O)C2C1=CC=CC=2)=O, predict the reaction product. The product is: [Cl:1][C:2]1[CH:7]=[CH:6][CH:5]=[CH:4][C:3]=1[CH2:8][CH:9]=[O:10]. (5) Given the reactants [C:1]([C:3]1[CH:4]=[C:5]([CH2:16][C:17]([O:19]C(C)(C)C)=O)[CH:6]=[CH:7][C:8]=1[C:9]1[CH:14]=[CH:13][N:12]=[C:11]([F:15])[CH:10]=1)#[N:2].[C:24](O)([C:26](F)(F)F)=[O:25].N1C=CN=CC=1[C:37]1[CH:38]=[CH:39][C:40]([NH2:43])=[N:41][CH:42]=1.CCN(C(C)C)C(C)C.F[P-](F)(F)(F)(F)F.N1(OC(N(C)C)=[N+](C)C)[C:64]2[N:65]=[CH:66][CH:67]=C[C:63]=2[N:62]=N1, predict the reaction product. The product is: [C:24]([N:62]1[CH2:63][CH2:64][N:65]([C:37]2[CH:38]=[CH:39][C:40]([NH:43][C:17](=[O:19])[CH2:16][C:5]3[CH:6]=[CH:7][C:8]([C:9]4[CH:14]=[CH:13][N:12]=[C:11]([F:15])[CH:10]=4)=[C:3]([C:1]#[N:2])[CH:4]=3)=[N:41][CH:42]=2)[CH2:66][CH2:67]1)(=[O:25])[CH3:26]. (6) Given the reactants [Cl:1][C:2]1[CH:7]=[C:6]([F:8])[CH:5]=[CH:4][C:3]=1[C:9]1[S:13][C:12]([C:14]([N:16]2[CH2:21][CH2:20][C:19]([C:25]3[CH:30]=[CH:29][CH:28]=[CH:27][CH:26]=3)([C:22]([NH2:24])=[O:23])[CH2:18][CH2:17]2)=[O:15])=[CH:11][C:10]=1[C:31]1[CH:36]=[CH:35][C:34]([O:37][CH2:38][CH2:39][CH2:40][O:41]C2CCCCO2)=[CH:33][CH:32]=1.Cl, predict the reaction product. The product is: [Cl:1][C:2]1[CH:7]=[C:6]([F:8])[CH:5]=[CH:4][C:3]=1[C:9]1[S:13][C:12]([C:14]([N:16]2[CH2:17][CH2:18][C:19]([C:25]3[CH:30]=[CH:29][CH:28]=[CH:27][CH:26]=3)([C:22]([NH2:24])=[O:23])[CH2:20][CH2:21]2)=[O:15])=[CH:11][C:10]=1[C:31]1[CH:36]=[CH:35][C:34]([O:37][CH2:38][CH2:39][CH2:40][OH:41])=[CH:33][CH:32]=1.